Task: Binary Classification. Given a miRNA mature sequence and a target amino acid sequence, predict their likelihood of interaction.. Dataset: Experimentally validated miRNA-target interactions with 360,000+ pairs, plus equal number of negative samples The miRNA is ebv-miR-BART2-5p with sequence UAUUUUCUGCAUUCGCCCUUGC. The protein sequence of the target gene is MDSTIPVLGTELTPINGREETPCYKQTLSFTGLTCIVSLVALTGNAVVLWLLGCRMRRNAVSIYILNLVAADFLFLSGHIICSPLRLINIRHPISKILSPVMTFPYFIGLSMLSAISTERCLSILWPIWYHCRRPRYLSSVMCVLLWALSLLRSILEWMFCDFLFSGANSVWCETSDFITIAWLVFLCVVLCGSSLVLLVRILCGSRKMPLTRLYVTILLTVLVFLLCGLPFGIQWALFSRIHLDWKVLFCHVHLVSIFLSALNSSANPIIYFFVGSFRQRQNRQNLKLVLQRALQDTPE.... Result: 0 (no interaction).